Predict the reactants needed to synthesize the given product. From a dataset of Full USPTO retrosynthesis dataset with 1.9M reactions from patents (1976-2016). (1) The reactants are: C1(P(C2C=CC=CC=2)C2C=CC=CC=2)C=CC=CC=1.[F:20][C:21]1[CH:22]=[C:23]([CH:26]=[CH:27][CH:28]=1)[CH2:24]Br.CO[CH:31](OC)[C:32]1[CH:33]=[C:34]([CH:38]=[CH:39][C:40]=1[O:41][CH3:42])[C:35](O)=[O:36].C[O-].[Na+].C[N:49](C)C=O. Given the product [F:20][C:21]1[CH:22]=[C:23](/[CH:24]=[CH:31]/[C:32]2[CH:33]=[C:34]([CH:38]=[CH:39][C:40]=2[O:41][CH3:42])[C:35]([NH2:49])=[O:36])[CH:26]=[CH:27][CH:28]=1, predict the reactants needed to synthesize it. (2) Given the product [Cl:1][C:2]1[CH:9]=[C:8]([O:10][CH2:11][CH3:12])[CH:7]=[C:6]([F:13])[C:3]=1[CH2:4][O:5][C:27]([N:24]1[CH2:25][CH2:26][N:21]([C:19]([O:18][C:14]([CH3:16])([CH3:15])[CH3:17])=[O:20])[CH2:22][C@H:23]1[CH2:30][CH3:31])=[O:28], predict the reactants needed to synthesize it. The reactants are: [Cl:1][C:2]1[CH:9]=[C:8]([O:10][CH2:11][CH3:12])[CH:7]=[C:6]([F:13])[C:3]=1[CH2:4][OH:5].[C:14]([O:18][C:19]([N:21]1[CH2:26][CH2:25][N:24]([C:27](Cl)=[O:28])[C@H:23]([CH2:30][CH3:31])[CH2:22]1)=[O:20])([CH3:17])([CH3:16])[CH3:15]. (3) Given the product [F:1][C:2]1[CH:3]=[CH:4][C:5]([C:8]2[CH:12]=[C:11]3[O:13][CH:25]([CH3:26])[CH:27]([CH3:28])[N:10]3[N:9]=2)=[CH:6][CH:7]=1, predict the reactants needed to synthesize it. The reactants are: [F:1][C:2]1[CH:7]=[CH:6][C:5]([C:8]2[CH:12]=[C:11]([OH:13])[NH:10][N:9]=2)=[CH:4][CH:3]=1.C([O-])([O-])=O.[K+].[K+].CS(O[CH:25]([CH:27](OS(C)(=O)=O)[CH3:28])[CH3:26])(=O)=O. (4) Given the product [Br:19][CH:16]1[CH2:15][CH2:14][C:13]2[N:12]=[CH:11][CH:10]=[CH:9][C:8]=2[C:7]1=[O:6], predict the reactants needed to synthesize it. The reactants are: C([Si](C)(C)[O:6][C:7]1[C:8]2[CH:9]=[CH:10][CH:11]=[N:12][C:13]=2[CH2:14][CH2:15][CH:16]=1)(C)(C)C.[Br-:19].[Br-].[Br-].[NH+]1C=CC=CC=1.[NH+]1C=CC=CC=1.[NH+]1C=CC=CC=1. (5) Given the product [CH3:1][O:2][C:3]([CH:4]1[CH2:5][O:6][CH2:7][CH:8]([O:23][CH3:22])[N:10]1[C:11]([O:13][C:14]([CH3:17])([CH3:16])[CH3:15])=[O:12])=[O:18], predict the reactants needed to synthesize it. The reactants are: [CH3:1][O:2][C:3](=[O:18])[CH:4]([NH:10][C:11]([O:13][C:14]([CH3:17])([CH3:16])[CH3:15])=[O:12])[CH2:5][O:6][CH2:7][CH:8]=C.C(Cl)Cl.[CH3:22][OH:23].